From a dataset of Forward reaction prediction with 1.9M reactions from USPTO patents (1976-2016). Predict the product of the given reaction. (1) Given the reactants CC1(C)CO[C:4]([C:7]2[CH:8]=[C:9]3[C:13](=[CH:14][CH:15]=2)[C:12](=[O:16])[O:11][CH2:10]3)=[N:3]1.CN(C)C=O.C1(C)C=CC=CC=1, predict the reaction product. The product is: [C:4]([C:7]1[CH:8]=[C:9]2[C:13](=[CH:14][CH:15]=1)[C:12](=[O:16])[O:11][CH2:10]2)#[N:3]. (2) Given the reactants [Cl:1][C:2]1[C:7]([F:8])=[CH:6][CH:5]=[C:4]([Cl:9])[C:3]=1[C@H:10]([O:12][C:13]1[C:14]([NH2:30])=[N:15][CH:16]=[C:17]([C:19]2[CH:20]=[N:21][N:22]([CH:24]3[CH2:29][CH2:28][NH:27][CH2:26][CH2:25]3)[CH:23]=2)[CH:18]=1)[CH3:11].I[CH3:32], predict the reaction product. The product is: [Cl:1][C:2]1[C:7]([F:8])=[CH:6][CH:5]=[C:4]([Cl:9])[C:3]=1[C@H:10]([O:12][C:13]1[C:14]([NH2:30])=[N:15][CH:16]=[C:17]([C:19]2[CH:20]=[N:21][N:22]([CH:24]3[CH2:29][CH2:28][N:27]([CH3:32])[CH2:26][CH2:25]3)[CH:23]=2)[CH:18]=1)[CH3:11]. (3) Given the reactants [C:1]1([S:7]([C:10]([C:13]2[CH:18]=[C:17]([N:19]3[CH2:24][CH2:23][O:22][CH2:21][C@@H:20]3[CH3:25])[N:16]=[C:15]([C:26]3[CH:32]=[CH:31][C:29]([NH2:30])=[CH:28][CH:27]=3)[N:14]=2)([CH3:12])[CH3:11])(=[O:9])=[O:8])[CH:6]=[CH:5][CH:4]=[CH:3][CH:2]=1.[N:33]1([C:38](N2C=CN=C2)=[S:39])C=CN=[CH:34]1.CN, predict the reaction product. The product is: [C:1]1([S:7]([C:10]([C:13]2[CH:18]=[C:17]([N:19]3[CH2:24][CH2:23][O:22][CH2:21][C@@H:20]3[CH3:25])[N:16]=[C:15]([C:26]3[CH:27]=[CH:28][C:29]([NH:30][C:38]([NH:33][CH3:34])=[S:39])=[CH:31][CH:32]=3)[N:14]=2)([CH3:12])[CH3:11])(=[O:9])=[O:8])[CH:6]=[CH:5][CH:4]=[CH:3][CH:2]=1. (4) Given the reactants Br[C:2]1[CH:11]=[CH:10][C:9]2[C:4](=[CH:5][CH:6]=[C:7]([O:12][CH2:13][CH3:14])[CH:8]=2)[CH:3]=1.C([Li])CCC.C[O:21][B:22](OC)[O:23]C.[Cl-].[NH4+], predict the reaction product. The product is: [CH2:13]([O:12][C:7]1[CH:6]=[C:5]([B:22]([OH:23])[OH:21])[C:4]2[C:9]([CH:8]=1)=[CH:10][CH:11]=[CH:2][CH:3]=2)[CH3:14]. (5) Given the reactants [CH3:1][O:2][CH2:3][CH2:4][CH2:5][OH:6].[C:7]1([CH3:17])[CH:12]=[CH:11][C:10]([S:13](Cl)(=[O:15])=[O:14])=[CH:9][CH:8]=1, predict the reaction product. The product is: [S:13]([C:10]1[CH:11]=[CH:12][C:7]([CH3:17])=[CH:8][CH:9]=1)([O:6][CH2:5][CH2:4][CH2:3][O:2][CH3:1])(=[O:15])=[O:14]. (6) Given the reactants [CH3:1][O:2][C:3]1[CH:4]=[C:5]([CH:16]=[CH:17][CH:18]=1)[O:6][C:7]1[CH:8]=[C:9]([CH:13]=[CH:14][CH:15]=1)[C:10]([OH:12])=O.[NH2:19][C@@H:20]1[C@H:24]2[O:25][CH2:26][C@H:27]([NH:28][C:29]([CH:31]3[CH2:33][CH2:32]3)=[O:30])[C@H:23]2[O:22][CH2:21]1, predict the reaction product. The product is: [CH:31]1([C:29]([NH:28][C@@H:27]2[C@H:23]3[O:22][CH2:21][C@H:20]([NH:19][C:10](=[O:12])[C:9]4[CH:13]=[CH:14][CH:15]=[C:7]([O:6][C:5]5[CH:16]=[CH:17][CH:18]=[C:3]([O:2][CH3:1])[CH:4]=5)[CH:8]=4)[C@H:24]3[O:25][CH2:26]2)=[O:30])[CH2:32][CH2:33]1. (7) Given the reactants [H-].[Na+].O=[C:4]([CH3:11])[CH2:5][C:6]([O:8][CH2:9][CH3:10])=[O:7].C1(C)C=CC=CC=1.[Cl:19][C:20]1[N:29]=C(Cl)C2[C:22](=[CH:23][CH:24]=[C:25]([F:31])[CH:26]=2)[N:21]=1, predict the reaction product. The product is: [Cl:19][C:20]1[N:29]=[C:4]([CH2:5][C:6]([O:8][CH2:9][CH3:10])=[O:7])[C:11]2[C:22](=[CH:23][CH:24]=[C:25]([F:31])[CH:26]=2)[N:21]=1. (8) Given the reactants [CH2:1]([C:4]1[C:9]([Br:10])=[CH:8][CH:7]=[CH:6][C:5]=1O)C=C.C(=O)([O-])[O-].[K+].[K+].CI.O.[C:21]([O:24][CH2:25][CH3:26])(=O)C, predict the reaction product. The product is: [CH2:5]([C:6]1[CH:7]=[CH:8][C:9]([Br:10])=[CH:26][C:25]=1[O:24][CH3:21])[CH:4]=[CH2:1].